This data is from Forward reaction prediction with 1.9M reactions from USPTO patents (1976-2016). The task is: Predict the product of the given reaction. The product is: [CH2:1]([N:3]([CH2:29][C:30]1[CH:35]=[CH:34][C:33]([O:36][CH2:39][CH2:40][N:42]([CH3:46])[CH2:43][CH2:44][CH3:45])=[CH:32][CH:31]=1)[C:4]1[CH:9]=[C:8]([O:10][CH3:11])[CH:7]=[CH:6][C:5]=1[CH:12]1[CH2:21][CH2:20][C:19]2[CH:18]=[C:17]([OH:22])[CH:16]=[CH:15][C:14]=2[CH2:13]1)[CH3:2]. Given the reactants [CH2:1]([N:3]([C:29](=O)[C:30]1[CH:35]=[CH:34][C:33]([OH:36])=[CH:32][CH:31]=1)[C:4]1[CH:9]=[C:8]([O:10][CH3:11])[CH:7]=[CH:6][C:5]=1[CH:12]1[CH2:21][CH2:20][C:19]2[CH:18]=[C:17]([O:22]C(=O)C(C)(C)C)[CH:16]=[CH:15][C:14]=2[CH2:13]1)[CH3:2].Cl[CH2:39][C:40]([N:42]([CH3:46])[CH2:43][CH2:44][CH3:45])=O, predict the reaction product.